This data is from Catalyst prediction with 721,799 reactions and 888 catalyst types from USPTO. The task is: Predict which catalyst facilitates the given reaction. (1) Reactant: C([O:3][C:4](=O)[CH2:5][NH:6][C@@H:7]([C:29]([CH3:32])([CH3:31])[CH3:30])[C:8]([N:10]1[CH2:14][C:13]([C:15]2[CH:20]=[C:19]([F:21])[CH:18]=[CH:17][C:16]=2[F:22])=[CH:12][C@H:11]1[C:23]1[CH:28]=[CH:27][CH:26]=[CH:25][CH:24]=1)=[O:9])C.[CH2:34]([NH2:36])[CH3:35]. Product: [C:29]([C@H:7]([NH:6][CH2:5][C:4]([NH:36][CH2:34][CH3:35])=[O:3])[C:8]([N:10]1[CH2:14][C:13]([C:15]2[CH:20]=[C:19]([F:21])[CH:18]=[CH:17][C:16]=2[F:22])=[CH:12][C@H:11]1[C:23]1[CH:24]=[CH:25][CH:26]=[CH:27][CH:28]=1)=[O:9])([CH3:31])([CH3:32])[CH3:30]. The catalyst class is: 1. (2) Reactant: [Si]([O:8][CH2:9][C@H:10]1[C@H:19]([CH3:20])[C@@H:18]([NH:21][C:22]2[CH:27]=[CH:26][CH:25]=[CH:24][CH:23]=2)[C:17]2[C:12](=[CH:13][CH:14]=[CH:15][CH:16]=2)[N:11]1[C:28](=[O:30])[CH3:29])(C(C)(C)C)(C)C.CCCC[N+](CCCC)(CCCC)CCCC.[F-]. Product: [OH:8][CH2:9][C@H:10]1[C@H:19]([CH3:20])[C@@H:18]([NH:21][C:22]2[CH:23]=[CH:24][CH:25]=[CH:26][CH:27]=2)[C:17]2[C:12](=[CH:13][CH:14]=[CH:15][CH:16]=2)[N:11]1[C:28](=[O:30])[CH3:29]. The catalyst class is: 1. (3) Reactant: O[CH2:2][CH:3]([NH:8][C:9](=[O:15])[O:10][C:11]([CH3:14])([CH3:13])[CH3:12])[CH2:4][CH2:5][S:6][CH3:7].[C:16]1(=[O:26])[NH:20][C:19](=[O:21])[C:18]2=[CH:22][CH:23]=[CH:24][CH:25]=[C:17]12.C1(P(C2C=CC=CC=2)C2C=CC=CC=2)C=CC=CC=1.CCOC(/N=N/C(OCC)=O)=O. Product: [O:21]=[C:19]1[C:18]2[C:17](=[CH:25][CH:24]=[CH:23][CH:22]=2)[C:16](=[O:26])[N:20]1[CH2:2][CH:3]([NH:8][C:9](=[O:15])[O:10][C:11]([CH3:14])([CH3:13])[CH3:12])[CH2:4][CH2:5][S:6][CH3:7]. The catalyst class is: 1. (4) Reactant: Br[C:2]1[CH:7]=[CH:6][C:5]([C:8]2[O:9][C:10]3[CH:16]=[CH:15][CH:14]=[CH:13][C:11]=3[N:12]=2)=[CH:4][CH:3]=1.C([Li])CCC.[B:22](OC)([O:25]C)[O:23]C.Cl. Product: [O:9]1[C:10]2[CH:16]=[CH:15][CH:14]=[CH:13][C:11]=2[N:12]=[C:8]1[C:5]1[CH:6]=[CH:7][C:2]([B:22]([OH:25])[OH:23])=[CH:3][CH:4]=1. The catalyst class is: 1.